Dataset: Full USPTO retrosynthesis dataset with 1.9M reactions from patents (1976-2016). Task: Predict the reactants needed to synthesize the given product. (1) The reactants are: Cl[C:2]1[CH:7]=[C:6]([C:8]2[S:9][CH:10]=[C:11]([C:13]3[C:18](=[O:19])[NH:17][C:16]([CH3:20])=[C:15]([C:21]([O:23][CH2:24][CH3:25])=[O:22])[CH:14]=3)[N:12]=2)[CH:5]=[CH:4][N:3]=1.[NH:26]1[CH2:31][CH2:30][CH2:29][CH2:28][CH2:27]1. Given the product [CH3:20][C:16]1[NH:17][C:18](=[O:19])[C:13]([C:11]2[N:12]=[C:8]([C:6]3[CH:5]=[CH:4][N:3]=[C:2]([N:26]4[CH2:31][CH2:30][CH2:29][CH2:28][CH2:27]4)[CH:7]=3)[S:9][CH:10]=2)=[CH:14][C:15]=1[C:21]([O:23][CH2:24][CH3:25])=[O:22], predict the reactants needed to synthesize it. (2) Given the product [CH:36]1([O:8][C:7]2[CH:6]=[CH:5][C:4]([N:9]3[C:14](=[O:15])[C:13]([CH2:16][C:17]4[CH:22]=[CH:21][C:20]([C:23]5[C:24]([C:29]#[N:30])=[CH:25][CH:26]=[CH:27][CH:28]=5)=[CH:19][CH:18]=4)=[C:12]([CH2:31][CH2:32][CH3:33])[N:11]=[C:10]3[CH3:34])=[CH:3][C:2]=2[F:1])[CH2:39][CH2:38][CH2:37]1, predict the reactants needed to synthesize it. The reactants are: [F:1][C:2]1[CH:3]=[C:4]([N:9]2[C:14](=[O:15])[C:13]([CH2:16][C:17]3[CH:22]=[CH:21][C:20]([C:23]4[C:24]([C:29]#[N:30])=[CH:25][CH:26]=[CH:27][CH:28]=4)=[CH:19][CH:18]=3)=[C:12]([CH2:31][CH2:32][CH3:33])[N:11]=[C:10]2[CH3:34])[CH:5]=[CH:6][C:7]=1[OH:8].Br[CH:36]1[CH2:39][CH2:38][CH2:37]1.C(=O)([O-])[O-].[Cs+].[Cs+].C(OCC)(=O)C.